Dataset: Forward reaction prediction with 1.9M reactions from USPTO patents (1976-2016). Task: Predict the product of the given reaction. Given the reactants [NH2:1][C:2]1[CH:7]=[CH:6][C:5]([C@@H:8]2[O:13][CH2:12][CH2:11][N:10]([C@@H:14]([C:16]3[CH:21]=[CH:20][CH:19]=[CH:18][CH:17]=3)[CH3:15])[CH2:9]2)=[CH:4][CH:3]=1.C(N(CC)CC)C.[Cl:29][CH2:30][C:31](Cl)=[O:32], predict the reaction product. The product is: [Cl:29][CH2:30][C:31]([NH:1][C:2]1[CH:3]=[CH:4][C:5]([C@@H:8]2[O:13][CH2:12][CH2:11][N:10]([C@@H:14]([C:16]3[CH:17]=[CH:18][CH:19]=[CH:20][CH:21]=3)[CH3:15])[CH2:9]2)=[CH:6][CH:7]=1)=[O:32].